Dataset: Reaction yield outcomes from USPTO patents with 853,638 reactions. Task: Predict the reaction yield, written as a fraction of the theoretical maximum amount of product (1.0 means a 100% yield; for example, 0.34 means a 34% yield). (1) The reactants are [O:1]1[C:5]2[CH:6]=[CH:7][CH:8]=[CH:9][C:4]=2[N:3]=[C:2]1[C:10]1[CH:11]=[C:12]([NH2:17])[CH:13]=[CH:14][C:15]=1[Cl:16].N1C=CC=CC=1.[C:24](Cl)(=[O:27])[CH2:25][CH3:26]. The catalyst is O1CCCC1. The product is [O:1]1[C:5]2[CH:6]=[CH:7][CH:8]=[CH:9][C:4]=2[N:3]=[C:2]1[C:10]1[CH:11]=[C:12]([NH:17][C:24](=[O:27])[CH2:25][CH3:26])[CH:13]=[CH:14][C:15]=1[Cl:16]. The yield is 1.00. (2) The reactants are C([O:8][C:9]1[CH:18]=[C:17]2[C:12]([C:13]([NH:19][C:20]3[C:25]([F:26])=[CH:24][C:23]([Br:27])=[CH:22][C:21]=3[F:28])=[N:14][CH:15]=[N:16]2)=[CH:11][C:10]=1[O:29][CH3:30])C1C=CC=CC=1. The catalyst is C(O)(C(F)(F)F)=O. The product is [Br:27][C:23]1[CH:22]=[C:21]([F:28])[C:20]([NH:19][C:13]2[C:12]3[C:17](=[CH:18][C:9]([OH:8])=[C:10]([O:29][CH3:30])[CH:11]=3)[N:16]=[CH:15][N:14]=2)=[C:25]([F:26])[CH:24]=1. The yield is 0.980. (3) The reactants are [O:1]=[C:2]1[CH2:10][C:9]2[C:4](=[CH:5][CH:6]=[C:7]([C:11]([O:13]C)=O)[CH:8]=2)[NH:3]1.O.[NH2:16][NH2:17]. The catalyst is CCO. The product is [O:1]=[C:2]1[CH2:10][C:9]2[C:4](=[CH:5][CH:6]=[C:7]([C:11]([NH:16][NH2:17])=[O:13])[CH:8]=2)[NH:3]1. The yield is 0.630. (4) The reactants are Cl.[CH3:2][N:3]([CH:14]1[CH2:19][CH2:18][N:17]([C:20](=[O:29])[CH2:21][CH2:22][C:23]2[N:24]([CH3:28])[CH:25]=[CH:26][N:27]=2)[CH2:16][CH2:15]1)[CH2:4][CH2:5][NH:6]C(=O)OC(C)(C)C.C(=O)([O-])O.[Na+]. The catalyst is O1CCOCC1. The product is [NH2:6][CH2:5][CH2:4][N:3]([CH3:2])[CH:14]1[CH2:15][CH2:16][N:17]([C:20](=[O:29])[CH2:21][CH2:22][C:23]2[N:24]([CH3:28])[CH:25]=[CH:26][N:27]=2)[CH2:18][CH2:19]1. The yield is 0.670.